From a dataset of Catalyst prediction with 721,799 reactions and 888 catalyst types from USPTO. Predict which catalyst facilitates the given reaction. (1) Reactant: [Cl:1][C:2]1[CH:3]=[CH:4][C:5]([OH:19])=[C:6]([NH:8][C:9]2[S:10][CH:11]=[C:12]([C:14]([O:16][CH2:17][CH3:18])=[O:15])[N:13]=2)[CH:7]=1.Br[CH2:21][CH:22]([CH3:25])[CH2:23]C.C(=O)([O-])[O-].[K+].[K+].C(OCC)C. Product: [Cl:1][C:2]1[CH:3]=[CH:4][C:5]([O:19][CH2:21][CH:22]([CH3:25])[CH3:23])=[C:6]([NH:8][C:9]2[S:10][CH:11]=[C:12]([C:14]([O:16][CH2:17][CH3:18])=[O:15])[N:13]=2)[CH:7]=1. The catalyst class is: 18. (2) Product: [N:28]1([CH2:2][C:3]2[CH:4]=[C:5]3[C:9](=[C:10]([N+:12]([O-:14])=[O:13])[CH:11]=2)[NH:8][C:7]([C:15]2[S:16][CH2:17][C@@H:18]([CH2:20][O:21][C:22](=[O:27])[C:23]([CH3:26])([CH3:25])[CH3:24])[N:19]=2)=[CH:6]3)[CH:32]=[CH:31][CH:30]=[CH:29]1. Reactant: Cl[CH2:2][C:3]1[CH:4]=[C:5]2[C:9](=[C:10]([N+:12]([O-:14])=[O:13])[CH:11]=1)[NH:8][C:7]([C:15]1[S:16][CH2:17][C@@H:18]([CH2:20][O:21][C:22](=[O:27])[C:23]([CH3:26])([CH3:25])[CH3:24])[N:19]=1)=[CH:6]2.[NH:28]1[CH:32]=[CH:31][CH:30]=[CH:29]1.CN(C=O)C. The catalyst class is: 16. (3) Reactant: [OH:1][C:2]1[CH:3]=[C:4]([CH:8]=[C:9]([N+:11]([O-:13])=[O:12])[CH:10]=1)[C:5]([OH:7])=[O:6].[C:14]([O-:17])([O-])=O.[K+].[K+].[CH3:20][O:21][C:22]1[CH:29]=[CH:28][C:25]([CH2:26]Cl)=[CH:24][CH:23]=1.O. Product: [CH3:20][O:21][C:22]1[CH:29]=[CH:28][C:25]([CH2:26][O:1][C:2]2[CH:3]=[C:4]([CH:8]=[C:9]([N+:11]([O-:13])=[O:12])[CH:10]=2)[C:5]([O:7][CH2:5][C:4]2[CH:8]=[CH:9][C:10]([O:17][CH3:14])=[CH:2][CH:3]=2)=[O:6])=[CH:24][CH:23]=1. The catalyst class is: 3. (4) Reactant: [Cl:1][C:2]1[CH:3]=[C:4]([S:9](Cl)(=[O:11])=[O:10])[CH:5]=[C:6]([Cl:8])[CH:7]=1.[NH2:13][C:14]1[CH:15]=[C:16]([OH:24])[C:17](=[CH:22][CH:23]=1)[C:18]([O:20]C)=[O:19].N1C=CC=CC=1. Product: [Cl:1][C:2]1[CH:3]=[C:4]([S:9]([NH:13][C:14]2[CH:23]=[CH:22][C:17]([C:18]([OH:20])=[O:19])=[C:16]([OH:24])[CH:15]=2)(=[O:11])=[O:10])[CH:5]=[C:6]([Cl:8])[CH:7]=1. The catalyst class is: 23. (5) Reactant: Cl.[CH3:2][O:3][NH2:4].C(N(CC)CC)C.[NH:12]1[C:20]2[C:15](=[CH:16][CH:17]=[CH:18][CH:19]=2)[C:14]([C:21]2[NH:22][C:23]3[C:24]([N:39]=2)=[CH:25][C:26]2[C:27]([CH3:38])([CH3:37])[C:28](=[O:36])[N:29]([CH2:32][C:33](O)=[O:34])[C:30]=2[CH:31]=3)=[N:13]1.Cl.CN(C)CCCN=C=NCC.O.OC1C2N=NNC=2C=CC=1. Product: [NH:12]1[C:20]2[C:15](=[CH:16][CH:17]=[CH:18][CH:19]=2)[C:14]([C:21]2[NH:22][C:23]3[C:24]([N:39]=2)=[CH:25][C:26]2[C:27]([CH3:37])([CH3:38])[C:28](=[O:36])[N:29]([CH2:32][C:33]([NH:4][O:3][CH3:2])=[O:34])[C:30]=2[CH:31]=3)=[N:13]1. The catalyst class is: 4. (6) Reactant: [C:1]1([SH:7])[CH:6]=[CH:5][CH:4]=[CH:3][CH:2]=1.[C:8]([O-:11])([O-])=[O:9].[K+].[K+].[C:14]12([CH2:22]C(NC(NC3C=CC=C4C=3C=CN=C4)=O)C3C=CC=CC=3O1)[CH2:17][CH2:16][CH2:15]2. Product: [C:1]1([S:7][C:14]2([CH2:22][C:8]([OH:11])=[O:9])[CH2:17][CH2:16][CH2:15]2)[CH:6]=[CH:5][CH:4]=[CH:3][CH:2]=1. The catalyst class is: 118. (7) Reactant: [CH2:1]([O:3][CH:4]([O:20][CH2:21][CH3:22])[C:5]1[O:13][C:12]2[C:11]([N:14]3[CH2:19][CH2:18][NH:17][CH2:16][CH2:15]3)=[CH:10][N:9]=[CH:8][C:7]=2[CH:6]=1)[CH3:2].[S:23](=[O:27])(=[O:26])(N)[NH2:24].O. Product: [CH2:21]([O:20][CH:4]([O:3][CH2:1][CH3:2])[C:5]1[O:13][C:12]2[C:11]([N:14]3[CH2:19][CH2:18][N:17]([S:23]([NH2:24])(=[O:27])=[O:26])[CH2:16][CH2:15]3)=[CH:10][N:9]=[CH:8][C:7]=2[CH:6]=1)[CH3:22]. The catalyst class is: 12.